Dataset: CYP3A4 substrate classification data from Carbon-Mangels et al.. Task: Regression/Classification. Given a drug SMILES string, predict its absorption, distribution, metabolism, or excretion properties. Task type varies by dataset: regression for continuous measurements (e.g., permeability, clearance, half-life) or binary classification for categorical outcomes (e.g., BBB penetration, CYP inhibition). Dataset: cyp3a4_substrate_carbonmangels. (1) The molecule is CCN(CC)Cc1cc(Nc2ccnc3cc(Cl)ccc23)ccc1O. The result is 0 (non-substrate). (2) The drug is COc1ccc2cc([C@H](C)C(=O)O)ccc2c1. The result is 0 (non-substrate).